Dataset: Full USPTO retrosynthesis dataset with 1.9M reactions from patents (1976-2016). Task: Predict the reactants needed to synthesize the given product. (1) Given the product [C:1]([O:5][C:6]([NH:8][C@H:9]([CH2:21][C:22]1[CH:27]=[C:26]([F:28])[C:25]([F:29])=[CH:24][C:23]=1[F:30])[CH2:10][C:11]([N:13]1[CH2:17][CH2:16][S:15][CH:14]1[C:18]([NH:42][CH2:43][C:44]1[CH:59]=[CH:58][C:47]([O:48][CH:49]([CH:55]([CH3:56])[CH3:57])[C:50]([O:52][CH2:53][CH3:54])=[O:51])=[CH:46][CH:45]=1)=[O:20])=[O:12])=[O:7])([CH3:3])([CH3:4])[CH3:2], predict the reactants needed to synthesize it. The reactants are: [C:1]([O:5][C:6]([NH:8][C@H:9]([CH2:21][C:22]1[CH:27]=[C:26]([F:28])[C:25]([F:29])=[CH:24][C:23]=1[F:30])[CH2:10][C:11]([N:13]1[CH2:17][CH2:16][S:15][CH:14]1[C:18]([OH:20])=O)=[O:12])=[O:7])([CH3:4])([CH3:3])[CH3:2].CCN=C=NCCCN(C)C.[NH2:42][CH2:43][C:44]1[CH:59]=[CH:58][C:47]([O:48][CH:49]([CH:55]([CH3:57])[CH3:56])[C:50]([O:52][CH2:53][CH3:54])=[O:51])=[CH:46][CH:45]=1.Cl.C(N(CC)CC)C. (2) The reactants are: [CH2:1]([C:8]1[S:12][C:11](Cl)=[N:10][C:9]=1[C:14]1[CH:19]=[CH:18][C:17]([O:20][CH3:21])=[CH:16][CH:15]=1)[C:2]1[CH:7]=[CH:6][CH:5]=[CH:4][CH:3]=1.O[Li].[OH2:24].[NH:25]1[CH2:30][CH2:29]N[CH2:27][CH2:26]1.CN(C=[O:35])C. Given the product [CH2:1]([C:8]1[S:12][C:11]([N:25]([CH2:30][CH2:29][OH:35])[CH2:26][CH2:27][OH:24])=[N:10][C:9]=1[C:14]1[CH:19]=[CH:18][C:17]([O:20][CH3:21])=[CH:16][CH:15]=1)[C:2]1[CH:7]=[CH:6][CH:5]=[CH:4][CH:3]=1, predict the reactants needed to synthesize it.